Dataset: Catalyst prediction with 721,799 reactions and 888 catalyst types from USPTO. Task: Predict which catalyst facilitates the given reaction. (1) Reactant: [C:1]([O:5][C:6](=[O:29])[C:7]([O:10]/[N:11]=[C:12](/[C:16]1[N:17]=[C:18]([NH:21][C:22]([O:24][C:25]([CH3:28])([CH3:27])[CH3:26])=[O:23])[S:19][CH:20]=1)\[C:13]([OH:15])=O)([CH3:9])[CH3:8])([CH3:4])([CH3:3])[CH3:2].[NH2:30][C@H:31]1[C@@H:34]([CH2:35][N:36]2[C:40]([CH3:41])=[N:39][CH:38]=[N:37]2)[NH:33][C:32]1=[O:42].CCN=C=NCCCN(C)C.N1C=CC=CC=1. Product: [C:25]([O:24][C:22]([NH:21][C:18]1[S:19][CH:20]=[C:16](/[C:12](=[N:11]/[O:10][C:7]([CH3:8])([CH3:9])[C:6]([O:5][C:1]([CH3:4])([CH3:2])[CH3:3])=[O:29])/[C:13]([NH:30][C@@H:31]2[C:32](=[O:42])[NH:33][C@@H:34]2[CH2:35][N:36]2[C:40]([CH3:41])=[N:39][CH:38]=[N:37]2)=[O:15])[N:17]=1)=[O:23])([CH3:26])([CH3:28])[CH3:27]. The catalyst class is: 3. (2) Reactant: [CH:1]1([C@H:7]([NH:28][C:29](=[O:42])[C@@H:30]([N:32]([CH2:40][CH3:41])C(=O)OC(C)(C)C)[CH3:31])[C:8](=[O:27])[N:9]2[C:13]3=[N:14][CH:15]=[CH:16][CH:17]=[C:12]3[CH2:11][C@H:10]2[C:18](=[O:26])[NH:19][C:20]2[CH:25]=[CH:24][CH:23]=[CH:22][CH:21]=2)[CH2:6][CH2:5][CH2:4][CH2:3][CH2:2]1.C(O)(C(F)(F)F)=O. Product: [C:20]1([NH:19][C:18]([C@H:10]2[N:9]([C:8](=[O:27])[C@H:7]([CH:1]3[CH2:2][CH2:3][CH2:4][CH2:5][CH2:6]3)[NH:28][C:29](=[O:42])[C@@H:30]([NH:32][CH2:40][CH3:41])[CH3:31])[C:13]3=[N:14][CH:15]=[CH:16][CH:17]=[C:12]3[CH2:11]2)=[O:26])[CH:21]=[CH:22][CH:23]=[CH:24][CH:25]=1. The catalyst class is: 2.